This data is from Full USPTO retrosynthesis dataset with 1.9M reactions from patents (1976-2016). The task is: Predict the reactants needed to synthesize the given product. Given the product [O:7]1[CH2:12][CH2:11][O:10][C:9]2[CH:13]=[C:14]([C:17]3[C:18]([CH3:34])=[C:19]([CH:31]=[CH:32][CH:33]=3)[CH2:20][O:21][C:22]3[CH:29]=[CH:28][C:25]([CH:26]=[O:27])=[C:24]([CH:23]=3)[O:30][CH2:36][C:37]3[CH:38]=[CH:39][C:40]([F:45])=[C:41]([CH:44]=3)[C:42]#[N:43])[CH:15]=[CH:16][C:8]1=2, predict the reactants needed to synthesize it. The reactants are: C(=O)([O-])[O-].[K+].[K+].[O:7]1[CH2:12][CH2:11][O:10][C:9]2[CH:13]=[C:14]([C:17]3[C:18]([CH3:34])=[C:19]([CH:31]=[CH:32][CH:33]=3)[CH2:20][O:21][C:22]3[CH:29]=[CH:28][C:25]([CH:26]=[O:27])=[C:24]([OH:30])[CH:23]=3)[CH:15]=[CH:16][C:8]1=2.Br[CH2:36][C:37]1[CH:38]=[CH:39][C:40]([F:45])=[C:41]([CH:44]=1)[C:42]#[N:43].Cl.